Task: Regression. Given two drug SMILES strings and cell line genomic features, predict the synergy score measuring deviation from expected non-interaction effect.. Dataset: NCI-60 drug combinations with 297,098 pairs across 59 cell lines (1) Drug 2: CN(CC1=CN=C2C(=N1)C(=NC(=N2)N)N)C3=CC=C(C=C3)C(=O)NC(CCC(=O)O)C(=O)O. Drug 1: CC1=C2C(C(=O)C3(C(CC4C(C3C(C(C2(C)C)(CC1OC(=O)C(C(C5=CC=CC=C5)NC(=O)OC(C)(C)C)O)O)OC(=O)C6=CC=CC=C6)(CO4)OC(=O)C)O)C)O. Synergy scores: CSS=48.5, Synergy_ZIP=4.57, Synergy_Bliss=6.91, Synergy_Loewe=-0.00606, Synergy_HSA=0.996. Cell line: OVCAR3. (2) Drug 1: CC1=C2C(C(=O)C3(C(CC4C(C3C(C(C2(C)C)(CC1OC(=O)C(C(C5=CC=CC=C5)NC(=O)OC(C)(C)C)O)O)OC(=O)C6=CC=CC=C6)(CO4)OC(=O)C)OC)C)OC. Drug 2: CN1C(=O)N2C=NC(=C2N=N1)C(=O)N. Cell line: SF-295. Synergy scores: CSS=51.5, Synergy_ZIP=8.83, Synergy_Bliss=7.17, Synergy_Loewe=-10.4, Synergy_HSA=8.53. (3) Drug 1: C1=CC=C(C(=C1)C(C2=CC=C(C=C2)Cl)C(Cl)Cl)Cl. Drug 2: C1CCC(C(C1)N)N.C(=O)(C(=O)[O-])[O-].[Pt+4]. Cell line: HCC-2998. Synergy scores: CSS=29.1, Synergy_ZIP=-0.517, Synergy_Bliss=2.79, Synergy_Loewe=-22.7, Synergy_HSA=-1.50. (4) Drug 1: CC1C(C(CC(O1)OC2CC(OC(C2O)C)OC3=CC4=CC5=C(C(=O)C(C(C5)C(C(=O)C(C(C)O)O)OC)OC6CC(C(C(O6)C)O)OC7CC(C(C(O7)C)O)OC8CC(C(C(O8)C)O)(C)O)C(=C4C(=C3C)O)O)O)O. Drug 2: CN1C2=C(C=C(C=C2)N(CCCl)CCCl)N=C1CCCC(=O)O.Cl. Cell line: ACHN. Synergy scores: CSS=52.7, Synergy_ZIP=-0.533, Synergy_Bliss=-1.38, Synergy_Loewe=-50.9, Synergy_HSA=-1.62. (5) Drug 1: C1=CC=C(C=C1)NC(=O)CCCCCCC(=O)NO. Drug 2: CNC(=O)C1=NC=CC(=C1)OC2=CC=C(C=C2)NC(=O)NC3=CC(=C(C=C3)Cl)C(F)(F)F. Cell line: 786-0. Synergy scores: CSS=9.85, Synergy_ZIP=-0.368, Synergy_Bliss=2.21, Synergy_Loewe=-41.3, Synergy_HSA=0.302. (6) Drug 1: C1=C(C(=O)NC(=O)N1)N(CCCl)CCCl. Drug 2: COCCOC1=C(C=C2C(=C1)C(=NC=N2)NC3=CC=CC(=C3)C#C)OCCOC.Cl. Cell line: M14. Synergy scores: CSS=25.2, Synergy_ZIP=-7.81, Synergy_Bliss=-1.56, Synergy_Loewe=-3.26, Synergy_HSA=-3.02. (7) Drug 1: C1=CC(=CC=C1CCC2=CNC3=C2C(=O)NC(=N3)N)C(=O)NC(CCC(=O)O)C(=O)O. Drug 2: C1C(C(OC1N2C=C(C(=O)NC2=O)F)CO)O. Cell line: CAKI-1. Synergy scores: CSS=21.0, Synergy_ZIP=-7.86, Synergy_Bliss=-7.78, Synergy_Loewe=-4.39, Synergy_HSA=-3.11.